This data is from Reaction yield outcomes from USPTO patents with 853,638 reactions. The task is: Predict the reaction yield, written as a fraction of the theoretical maximum amount of product (1.0 means a 100% yield; for example, 0.34 means a 34% yield). (1) The reactants are [CH2:1]([OH:12])[C@H:2]1[O:8][C:6](=[O:7])[C@H:5]([OH:9])[C@@H:4]([OH:10])[C@@H:3]1[OH:11].C([N:15](CC)CC)C.[OH:20][C:21]1[CH:22]=[C:23]([CH:27]=[CH:28][C:29]=1[OH:30])[CH2:24][CH2:25][NH2:26]. The catalyst is CO. The product is [O:7]=[C:6]([NH2:15])[C@@H:5]([C@H:4]([C@@H:3]([C@@H:2]([CH2:1][OH:12])[OH:8])[OH:11])[OH:10])[OH:9].[NH2:26][CH2:25][CH2:24][C:23]1[CH:27]=[CH:28][C:29]([OH:30])=[C:21]([OH:20])[CH:22]=1. The yield is 0.486. (2) The reactants are [S:1]1[CH:5]=[CH:4][CH:3]=[C:2]1[CH2:6][CH2:7][NH2:8].[C:9](OC(=O)C)(=[O:11])[CH3:10]. The yield is 0.900. The product is [S:1]1[CH:5]=[CH:4][CH:3]=[C:2]1[CH2:6][CH2:7][NH:8][C:9](=[O:11])[CH3:10]. No catalyst specified. (3) The reactants are CC1(C)[O:9][C:8](=[O:10])[C:5]2([CH2:7][CH2:6]2)[C:4](=[O:11])O1.[CH3:13][O:14][C:15]1[CH:21]=[CH:20][C:18]([NH2:19])=[CH:17][CH:16]=1. The catalyst is C(O)C. The product is [CH3:13][O:14][C:15]1[CH:21]=[CH:20][C:18]([N:19]2[CH2:6][CH2:7][CH:5]([C:8]([OH:9])=[O:10])[C:4]2=[O:11])=[CH:17][CH:16]=1. The yield is 0.160. (4) The reactants are B(Br)(Br)Br.C[O:6][C:7]1[C:16]([C:17]([O:19][CH3:20])=[O:18])=[CH:15][CH:14]=[CH:13][C:8]=1[C:9]([O:11][CH3:12])=[O:10]. The catalyst is C(Cl)Cl. The product is [OH:6][C:7]1[C:16]([C:17]([O:19][CH3:20])=[O:18])=[CH:15][CH:14]=[CH:13][C:8]=1[C:9]([O:11][CH3:12])=[O:10]. The yield is 0.640. (5) The reactants are C1C2CC3C(=CC=CC=3)C=2C=CC=1.[F:14][C:15]1[C:27]2[C:26]3[C:21](=[CH:22][C:23]([F:28])=[CH:24][CH:25]=3)[C:20](=O)[C:19]=2[CH:18]=[C:17]([NH2:30])[CH:16]=1. The product is [F:14][C:15]1[C:27]2[C:26]3[C:21](=[CH:22][C:23]([F:28])=[CH:24][CH:25]=3)[CH2:20][C:19]=2[CH:18]=[C:17]([NH2:30])[CH:16]=1. The yield is 0.850. The catalyst is C(O)(=O)C.